From a dataset of Catalyst prediction with 721,799 reactions and 888 catalyst types from USPTO. Predict which catalyst facilitates the given reaction. (1) Reactant: [Cl:1][C:2]1[CH:3]=[C:4](B(O)O)[CH:5]=[CH:6][CH:7]=1.Cl[C:12]1[N:17]=[CH:16][CH:15]=[CH:14][N:13]=1.[F-].[Cs+]. Product: [Cl:1][C:2]1[CH:3]=[C:4]([C:12]2[N:17]=[CH:16][CH:15]=[CH:14][N:13]=2)[CH:5]=[CH:6][CH:7]=1. The catalyst class is: 70. (2) Reactant: [OH:1][C:2]1[CH:3]=[C:4]2[C:8](=[CH:9][CH:10]=1)[N:7]([CH:11]1[CH2:16][CH2:15][CH2:14][CH2:13][O:12]1)[N:6]=[C:5]2[CH:17]=[O:18].I[CH2:20][CH:21]([CH3:23])[CH3:22].C(=O)([O-])[O-].[Cs+].[Cs+]. Product: [CH2:20]([O:1][C:2]1[CH:3]=[C:4]2[C:8](=[CH:9][CH:10]=1)[N:7]([CH:11]1[CH2:16][CH2:15][CH2:14][CH2:13][O:12]1)[N:6]=[C:5]2[CH:17]=[O:18])[CH:21]([CH3:23])[CH3:22]. The catalyst class is: 9. (3) Reactant: [CH3:1][O:2][C:3]1[CH:8]=[CH:7][C:6]([CH:9]2[CH:11]([C:12]([O:14]C)=[O:13])[CH:10]2[C:16]([O:18]C)=[O:17])=[CH:5][CH:4]=1.[Li+].[OH-].Cl. Product: [CH3:1][O:2][C:3]1[CH:4]=[CH:5][C:6]([CH:9]2[CH:10]([C:16]([OH:18])=[O:17])[CH:11]2[C:12]([OH:14])=[O:13])=[CH:7][CH:8]=1. The catalyst class is: 1.